From a dataset of Catalyst prediction with 721,799 reactions and 888 catalyst types from USPTO. Predict which catalyst facilitates the given reaction. (1) Product: [O:1]1[CH:5]=[CH:4][C:3]([O:6][CH2:7][C@@H:8]2[O:12][C:11](=[O:13])[N:10]([C:14]3[CH:19]=[CH:18][C:17]([C:20]4[CH2:25][CH2:24][N:23]([CH2:26][CH2:27][O:28][C:37](=[O:39])[CH3:38])[CH2:22][CH:21]=4)=[C:16]([F:29])[CH:15]=3)[CH2:9]2)=[N:2]1. The catalyst class is: 4. Reactant: [O:1]1[CH:5]=[CH:4][C:3]([O:6][CH2:7][C@@H:8]2[O:12][C:11](=[O:13])[N:10]([C:14]3[CH:19]=[CH:18][C:17]([C:20]4[CH2:25][CH2:24][N:23]([CH2:26][CH2:27][OH:28])[CH2:22][CH:21]=4)=[C:16]([F:29])[CH:15]=3)[CH2:9]2)=[N:2]1.C(N(CC)CC)C.[C:37](Cl)(=[O:39])[CH3:38].O. (2) Reactant: [F:1][C:2]([F:13])([F:12])[C:3]1[N:4]=[C:5]2[CH2:10][NH:9][CH2:8][CH2:7][N:6]2[CH:11]=1.CCN(CC1C=CC=CC=1)CC.C=CC1C=CC=CC=1.C=CC1C=CC(C=C)=CC=1.[Cl:44][C:45]1[CH:53]=[C:52]([Cl:54])[CH:51]=[CH:50][C:46]=1[C:47](Cl)=[O:48]. Product: [Cl:44][C:45]1[CH:53]=[C:52]([Cl:54])[CH:51]=[CH:50][C:46]=1[C:47]([N:9]1[CH2:8][CH2:7][N:6]2[CH:11]=[C:3]([C:2]([F:12])([F:1])[F:13])[N:4]=[C:5]2[CH2:10]1)=[O:48]. The catalyst class is: 4. (3) Reactant: [OH:1][C:2]1[C:3]([C:13]#[N:14])=[CH:4][C:5]2[C:6](=O)[CH2:7][CH2:8][CH2:9][C:10]=2[CH:11]=1.[Li+].[BH4-].O.Cl. Product: [OH:1][C:2]1[C:3]([C:13]#[N:14])=[CH:4][C:5]2[CH:6]=[CH:7][CH2:8][CH2:9][C:10]=2[CH:11]=1. The catalyst class is: 36. (4) Reactant: [Cl:1][C:2]1[CH:11]=[CH:10][CH:9]=[C:8]2[C:3]=1[C:4](=[O:30])[N:5]([C:23]1[CH:28]=[CH:27][C:26]([F:29])=[CH:25][CH:24]=1)[C:6]([C@@H:12]([NH:15]C(=O)OC(C)(C)C)[CH2:13][CH3:14])=[N:7]2.Cl. Product: [NH2:15][C@H:12]([C:6]1[N:5]([C:23]2[CH:28]=[CH:27][C:26]([F:29])=[CH:25][CH:24]=2)[C:4](=[O:30])[C:3]2[C:8](=[CH:9][CH:10]=[CH:11][C:2]=2[Cl:1])[N:7]=1)[CH2:13][CH3:14]. The catalyst class is: 781. (5) Reactant: [Cl:1][C:2]1[N:3]=[C:4]([N:12]2[CH2:17][CH2:16][O:15][CH2:14][CH2:13]2)[C:5]2[S:10][C:9](I)=[N:8][C:6]=2[N:7]=1.O.[CH3:19][O:20][C:21]1[CH:26]=[CH:25][N:24]=[CH:23][C:22]=1B(O)O.C(=O)([O-])[O-].[Na+].[Na+].C(#N)C. Product: [Cl:1][C:2]1[N:3]=[C:4]([N:12]2[CH2:17][CH2:16][O:15][CH2:14][CH2:13]2)[C:5]2[S:10][C:9]([C:22]3[CH:23]=[N:24][CH:25]=[CH:26][C:21]=3[O:20][CH3:19])=[N:8][C:6]=2[N:7]=1. The catalyst class is: 189. (6) Reactant: [BH4-].[Na+].[N:3]1[CH:8]=[CH:7][CH:6]=[CH:5][C:4]=1[CH2:9][CH2:10][C:11]([C:13]1[CH:18]=[CH:17][C:16]([NH:19][C:20]([C:22]2[C:23]([C:28]3[CH:33]=[CH:32][C:31]([C:34]([F:37])([F:36])[F:35])=[CH:30][CH:29]=3)=[CH:24][CH:25]=[CH:26][CH:27]=2)=[O:21])=[CH:15][CH:14]=1)=[O:12]. Product: [OH:12][CH:11]([C:13]1[CH:14]=[CH:15][C:16]([NH:19][C:20]([C:22]2[C:23]([C:28]3[CH:29]=[CH:30][C:31]([C:34]([F:37])([F:35])[F:36])=[CH:32][CH:33]=3)=[CH:24][CH:25]=[CH:26][CH:27]=2)=[O:21])=[CH:17][CH:18]=1)[CH2:10][CH2:9][C:4]1[CH:5]=[CH:6][CH:7]=[CH:8][N:3]=1. The catalyst class is: 5.